Dataset: Catalyst prediction with 721,799 reactions and 888 catalyst types from USPTO. Task: Predict which catalyst facilitates the given reaction. (1) Reactant: C([O:4][C@H:5]1[CH2:10][CH2:9][C@H:8]([C:11]2[N:15]3[CH:16]=[CH:17][N:18]=[C:19]([CH3:20])[C:14]3=[C:13]([C:21]3[CH:26]=[CH:25][C:24]([NH:27][C:28]([C:30]4[N:31]([CH3:41])[C:32]5[C:37]([CH:38]=4)=[C:36]([O:39][CH3:40])[CH:35]=[CH:34][CH:33]=5)=[O:29])=[C:23]([O:42][CH3:43])[CH:22]=3)[N:12]=2)[CH2:7][CH2:6]1)(=O)C.[OH-].[K+].Cl. Product: [OH:4][C@H:5]1[CH2:10][CH2:9][C@H:8]([C:11]2[N:15]3[CH:16]=[CH:17][N:18]=[C:19]([CH3:20])[C:14]3=[C:13]([C:21]3[CH:26]=[CH:25][C:24]([NH:27][C:28]([C:30]4[N:31]([CH3:41])[C:32]5[C:37]([CH:38]=4)=[C:36]([O:39][CH3:40])[CH:35]=[CH:34][CH:33]=5)=[O:29])=[C:23]([O:42][CH3:43])[CH:22]=3)[N:12]=2)[CH2:7][CH2:6]1. The catalyst class is: 47. (2) Reactant: [Cl:1][C:2]1[C:6]([Cl:7])=[C:5]([CH3:8])[NH:4][C:3]=1[C:9]([NH:11][C@@H:12]1[CH2:17][CH2:16][N:15]([C:18]([O:20][CH2:21][C:22]2[CH:27]=[CH:26][CH:25]=[CH:24][CH:23]=2)=[O:19])[CH2:14][C@@H:13]1[N:28]1[CH:32]=[C:31]([CH2:33][OH:34])[N:30]=[N:29]1)=[O:10].[H-].[Na+].[CH3:37]I. Product: [Cl:1][C:2]1[C:6]([Cl:7])=[C:5]([CH3:8])[NH:4][C:3]=1[C:9]([NH:11][C@@H:12]1[CH2:17][CH2:16][N:15]([C:18]([O:20][CH2:21][C:22]2[CH:27]=[CH:26][CH:25]=[CH:24][CH:23]=2)=[O:19])[CH2:14][C@@H:13]1[N:28]1[CH:32]=[C:31]([CH2:33][O:34][CH3:37])[N:30]=[N:29]1)=[O:10]. The catalyst class is: 1. (3) Reactant: C([O-])([O-])=O.[K+].[K+].[Cl:7][C:8]1[CH:13]=[CH:12][C:11]([C@H:14]([NH2:16])[CH3:15])=[CH:10][CH:9]=1.[CH3:17][O:18][C:19](=[O:24])[CH2:20][CH2:21][CH2:22]Br. Product: [CH3:17][O:18][C:19](=[O:24])[CH2:20][CH2:21][CH2:22][NH:16][C@@H:14]([C:11]1[CH:12]=[CH:13][C:8]([Cl:7])=[CH:9][CH:10]=1)[CH3:15]. The catalyst class is: 23.